The task is: Predict the reactants needed to synthesize the given product.. This data is from Full USPTO retrosynthesis dataset with 1.9M reactions from patents (1976-2016). Given the product [CH3:1][C:2]1[N:3]([CH:18]([CH:20]([O:22][S:30]([C:27]2[CH:28]=[CH:29][C:24]([CH3:23])=[CH:25][CH:26]=2)(=[O:32])=[O:31])[CH3:21])[CH3:19])[C:4]2[C:9]([C:10]=1[C:11]([O:13][C:14]([CH3:15])([CH3:17])[CH3:16])=[O:12])=[CH:8][CH:7]=[CH:6][CH:5]=2, predict the reactants needed to synthesize it. The reactants are: [CH3:1][C:2]1[N:3]([CH:18]([C:20](=[O:22])[CH3:21])[CH3:19])[C:4]2[C:9]([C:10]=1[C:11]([O:13][C:14]([CH3:17])([CH3:16])[CH3:15])=[O:12])=[CH:8][CH:7]=[CH:6][CH:5]=2.[CH3:23][C:24]1[CH:29]=[CH:28][C:27]([S:30](Cl)(=[O:32])=[O:31])=[CH:26][CH:25]=1.N12CCN(CC1)CC2.O.